Dataset: Catalyst prediction with 721,799 reactions and 888 catalyst types from USPTO. Task: Predict which catalyst facilitates the given reaction. (1) Reactant: [Cl:1][C:2]1[N:3]=[N:4][C:5]([Cl:9])=[CH:6][C:7]=1Cl.[NH:10]1[CH2:15][CH2:14][O:13][CH2:12][CH2:11]1. Product: [Cl:1][C:2]1[N:3]=[N:4][C:5]([Cl:9])=[CH:6][C:7]=1[N:10]1[CH2:15][CH2:14][O:13][CH2:12][CH2:11]1. The catalyst class is: 14. (2) Reactant: C([O:3][C:4](=[O:40])[C:5]1[CH:10]=[CH:9][C:8]([NH:11][C:12]2[C:13](=[O:39])[N:14]([CH3:38])[CH:15]=[C:16]([C:18]3[CH:23]=[CH:22][CH:21]=[C:20]([NH:24][C:25](=[O:36])[C:26]4[CH:31]=[CH:30][C:29]([C:32]([CH3:35])([CH3:34])[CH3:33])=[CH:28][CH:27]=4)[C:19]=3[CH3:37])[CH:17]=2)=[CH:7][CH:6]=1)C.[OH-].[Na+]. Product: [C:32]([C:29]1[CH:28]=[CH:27][C:26]([C:25]([NH:24][C:20]2[C:19]([CH3:37])=[C:18]([C:16]3[CH:17]=[C:12]([NH:11][C:8]4[CH:9]=[CH:10][C:5]([C:4]([OH:40])=[O:3])=[CH:6][CH:7]=4)[C:13](=[O:39])[N:14]([CH3:38])[CH:15]=3)[CH:23]=[CH:22][CH:21]=2)=[O:36])=[CH:31][CH:30]=1)([CH3:35])([CH3:33])[CH3:34]. The catalyst class is: 8. (3) The catalyst class is: 2. Reactant: C(OC(=O)[NH:7][CH2:8][C@@H:9]1[CH2:11][C@H:10]1[C:12]1[CH:13]=[C:14]([C:18]2[CH:23]=[CH:22][C:21]([C:24]#[N:25])=[CH:20][CH:19]=2)[CH:15]=[CH:16][CH:17]=1)(C)(C)C.C(O)(C(F)(F)F)=O.[ClH:34].CCOCC. Product: [ClH:34].[NH2:7][CH2:8][C@@H:9]1[CH2:11][C@H:10]1[C:12]1[CH:13]=[C:14]([C:18]2[CH:19]=[CH:20][C:21]([C:24]#[N:25])=[CH:22][CH:23]=2)[CH:15]=[CH:16][CH:17]=1. (4) Reactant: C([C@@:5]([C:16]([O-:18])=[O:17])([OH:15])[C@@:6](CCCC)([OH:10])[C:7]([O-:9])=[O:8])CCC.N1[CH:24]=[CH:23][CH:22]=[CH:21]C=1.[S:25](Cl)(Cl)=[O:26]. Product: [O:15]1[C@@H:5]([C:16]([O:18][CH2:16][CH2:5][CH2:6][CH3:7])=[O:17])[C@H:6]([C:7]([O:9][CH2:24][CH2:23][CH2:22][CH3:21])=[O:8])[O:10][S:25]1=[O:26]. The catalyst class is: 4. (5) Reactant: [O:1]=[C:2]1[C:10]2[C:5](=[CH:6][C:7]([C:11]#[N:12])=[CH:8][CH:9]=2)[CH2:4][CH2:3]1.[OH:13]O. Product: [O:1]=[C:2]1[C:10]2[C:5](=[CH:6][C:7]([C:11]([NH2:12])=[O:13])=[CH:8][CH:9]=2)[CH2:4][CH2:3]1. The catalyst class is: 500. (6) Reactant: [C:1]([CH:3]1[CH2:8][CH2:7][N:6]([C:9](=[O:44])[C@H:10]([NH:14][C:15]([C:17]2[C:25]3[C:20](=[N:21][CH:22]=[C:23]([N:26]4[C:34]5[C:29](=[CH:30][C:31]([Cl:35])=[CH:32][CH:33]=5)[CH:28]=[N:27]4)[N:24]=3)[N:19](COCC[Si](C)(C)C)[CH:18]=2)=[O:16])[CH:11]2[CH2:13][CH2:12]2)[CH2:5][CH2:4]1)#[N:2].FC(F)(F)C(O)=O.C(N)CN. Product: [C:1]([CH:3]1[CH2:4][CH2:5][N:6]([C:9](=[O:44])[C@H:10]([NH:14][C:15]([C:17]2[C:25]3[C:20](=[N:21][CH:22]=[C:23]([N:26]4[C:34]5[C:29](=[CH:30][C:31]([Cl:35])=[CH:32][CH:33]=5)[CH:28]=[N:27]4)[N:24]=3)[NH:19][CH:18]=2)=[O:16])[CH:11]2[CH2:13][CH2:12]2)[CH2:7][CH2:8]1)#[N:2]. The catalyst class is: 4. (7) Reactant: [CH:1]([C:3]1[CH:8]=[CH:7][CH:6]=[CH:5][C:4]=1[CH:9]1[CH2:14][CH2:13][N:12]([C:15]([O:17][C:18]([CH3:21])([CH3:20])[CH3:19])=[O:16])[CH2:11][CH2:10]1)=O.[CH3:22][C:23]([CH3:28])([CH3:27])[CH2:24][CH2:25][NH2:26]. Product: [CH3:22][C:23]([CH3:28])([CH3:27])[CH2:24][CH2:25]/[N:26]=[CH:1]/[C:3]1[CH:8]=[CH:7][CH:6]=[CH:5][C:4]=1[CH:9]1[CH2:14][CH2:13][N:12]([C:15]([O:17][C:18]([CH3:21])([CH3:20])[CH3:19])=[O:16])[CH2:11][CH2:10]1. The catalyst class is: 11. (8) Reactant: [NH2:1][C:2]1[CH:3]=[C:4]([CH:8]=[CH:9][C:10]=1[NH:11][C:12]1[CH:17]=[CH:16][C:15]([O:18][CH2:19][C:20]2[CH:25]=[CH:24][CH:23]=[CH:22][CH:21]=2)=[CH:14][CH:13]=1)[C:5]([OH:7])=[O:6].Cl.[N:27]([O-])=O.[Na+]. Product: [CH2:19]([O:18][C:15]1[CH:16]=[CH:17][C:12]([N:11]2[C:10]3[CH:9]=[CH:8][C:4]([C:5]([OH:7])=[O:6])=[CH:3][C:2]=3[N:1]=[N:27]2)=[CH:13][CH:14]=1)[C:20]1[CH:21]=[CH:22][CH:23]=[CH:24][CH:25]=1. The catalyst class is: 6. (9) Reactant: [NH2:1][C:2]1[CH:3]=[C:4]([NH:9][C:10]2[CH:11]=[C:12]([N:21]([CH2:28][C:29]3[CH:34]=[CH:33][C:32]([O:35][CH3:36])=[CH:31][CH:30]=3)[C:22]3[CH:27]=[CH:26][CH:25]=[CH:24][N:23]=3)[C:13]3[N:14]([C:16]([C:19]#[N:20])=[CH:17][N:18]=3)[N:15]=2)[CH:5]=[CH:6][C:7]=1[F:8].CCN(C(C)C)C(C)C.Cl[C:47]([O:49][CH3:50])=[O:48]. Product: [C:19]([C:16]1[N:14]2[N:15]=[C:10]([NH:9][C:4]3[CH:5]=[CH:6][C:7]([F:8])=[C:2]([NH:1][C:47](=[O:48])[O:49][CH3:50])[CH:3]=3)[CH:11]=[C:12]([N:21]([CH2:28][C:29]3[CH:30]=[CH:31][C:32]([O:35][CH3:36])=[CH:33][CH:34]=3)[C:22]3[CH:27]=[CH:26][CH:25]=[CH:24][N:23]=3)[C:13]2=[N:18][CH:17]=1)#[N:20]. The catalyst class is: 1. (10) Product: [I:1][C:2]1[C:10]2[C:5](=[N:6][CH:7]=[CH:8][CH:9]=2)[N:4]([CH3:11])[N:3]=1. The catalyst class is: 20. Reactant: [I:1][C:2]1[C:10]2[C:5](=[N:6][CH:7]=[CH:8][CH:9]=2)[NH:4][N:3]=1.[CH3:11]C(C)([O-])C.[K+].IC.